Dataset: Full USPTO retrosynthesis dataset with 1.9M reactions from patents (1976-2016). Task: Predict the reactants needed to synthesize the given product. (1) Given the product [Br:1][CH2:2][CH2:3][CH2:4][O:5][C:6]1[CH:7]=[CH:8][C:9]([CH2:10][NH:11][C:12]2[N:17]=[C:16]([O:18][CH2:19][C:20]([F:23])([F:22])[F:21])[N:15]=[C:14]([NH:24][C:25]3[CH:26]=[CH:27][C:28]([C:29]([OH:31])=[O:30])=[CH:36][CH:37]=3)[CH:13]=2)=[CH:38][CH:39]=1, predict the reactants needed to synthesize it. The reactants are: [Br:1][CH2:2][CH2:3][CH2:4][O:5][C:6]1[CH:39]=[CH:38][C:9]([CH2:10][NH:11][C:12]2[N:17]=[C:16]([O:18][CH2:19][C:20]([F:23])([F:22])[F:21])[N:15]=[C:14]([NH:24][C:25]3[CH:37]=[CH:36][C:28]([C:29]([O:31]C(C)(C)C)=[O:30])=[CH:27][CH:26]=3)[CH:13]=2)=[CH:8][CH:7]=1.Cl. (2) The reactants are: Cl.[NH2:2][C:3]1[N:11]=[C:10]2[C:6]([N:7]=[CH:8][N:9]2[CH2:12][CH2:13][CH:14]([CH2:17][OH:18])[CH2:15][OH:16])=[CH:5][N:4]=1.C(N(CC)CC)C.[C:26](OC(=O)C)(=[O:28])[CH3:27].Cl.[CH2:34]([OH:36])[CH3:35]. Given the product [C:26]([O:16][CH2:15][CH:14]([CH2:17][O:18][C:34](=[O:36])[CH3:35])[CH2:13][CH2:12][N:9]1[CH:8]=[N:7][C:6]2[C:10]1=[N:11][C:3]([NH2:2])=[N:4][CH:5]=2)(=[O:28])[CH3:27], predict the reactants needed to synthesize it. (3) The reactants are: [F:1][C:2]([F:17])([F:16])[C:3]1[CH:4]=[CH:5][C:6]([C:9]2[CH:14]=[CH:13][NH:12][C:11](=[O:15])[CH:10]=2)=[N:7][CH:8]=1.Br[C:19]1[CH:24]=[CH:23][C:22]2[C:25]3[CH2:26][N:27]([C:32]([O:34][C:35]([CH3:38])([CH3:37])[CH3:36])=[O:33])[CH2:28][CH2:29][C:30]=3[O:31][C:21]=2[CH:20]=1.C([O-])([O-])=O.[Cs+].[Cs+].CN[C@@H]1CCCC[C@H]1NC. Given the product [O:15]=[C:11]1[CH:10]=[C:9]([C:6]2[CH:5]=[CH:4][C:3]([C:2]([F:1])([F:16])[F:17])=[CH:8][N:7]=2)[CH:14]=[CH:13][N:12]1[C:19]1[CH:24]=[CH:23][C:22]2[C:25]3[CH2:26][N:27]([C:32]([O:34][C:35]([CH3:38])([CH3:37])[CH3:36])=[O:33])[CH2:28][CH2:29][C:30]=3[O:31][C:21]=2[CH:20]=1, predict the reactants needed to synthesize it. (4) Given the product [CH3:1][O:2][C:3]1[CH:8]=[C:7]([N+:9]([O-:11])=[O:10])[CH:6]=[CH:5][C:4]=1[O:12][CH2:15][CH2:16][CH2:17][N:18]([CH3:19])[CH3:20], predict the reactants needed to synthesize it. The reactants are: [CH3:1][O:2][C:3]1[CH:8]=[C:7]([N+:9]([O-:11])=[O:10])[CH:6]=[CH:5][C:4]=1[OH:12].Cl.Cl[CH2:15][CH2:16][CH2:17][NH2+:18][CH3:19].[C:20](=O)([O-])[O-].[K+].[K+].